From a dataset of Reaction yield outcomes from USPTO patents with 853,638 reactions. Predict the reaction yield, written as a fraction of the theoretical maximum amount of product (1.0 means a 100% yield; for example, 0.34 means a 34% yield). (1) The reactants are [NH2:1][C:2]1[C:7](=[O:8])[CH:6]=[CH:5][N:4]([C:9]2[CH:14]=[CH:13][CH:12]=[C:11]([C:15]([F:18])([F:17])[F:16])[CH:10]=2)[N:3]=1.[CH:19]([CH:21]=O)=O.[CH:23](=O)[C:24]1[CH:29]=[CH:28][CH:27]=[CH:26][CH:25]=1.[NH4+:31].[Cl-].OP(O)(O)=O. The catalyst is CO.O. The product is [C:24]1([C:23]2[N:1]([C:2]3[C:7](=[O:8])[CH:6]=[CH:5][N:4]([C:9]4[CH:14]=[CH:13][CH:12]=[C:11]([C:15]([F:16])([F:18])[F:17])[CH:10]=4)[N:3]=3)[CH:19]=[CH:21][N:31]=2)[CH:29]=[CH:28][CH:27]=[CH:26][CH:25]=1. The yield is 0.0300. (2) The reactants are [Cl:1][C:2]1[C:11]2[C:6](=[CH:7][C:8]([OH:14])=[C:9]([O:12][CH3:13])[CH:10]=2)[N:5]=[CH:4][N:3]=1.O[CH2:16][CH2:17][CH2:18][N:19]1[CH2:24][CH2:23][N:22]([C:25]([O:27][C:28]([CH3:31])([CH3:30])[CH3:29])=[O:26])[CH2:21][CH2:20]1.C1(P(C2C=CC=CC=2)C2C=CC=CC=2)C=CC=CC=1.N(C(OC(C)C)=O)=NC(OC(C)C)=O. The catalyst is ClCCl. The product is [Cl:1][C:2]1[C:11]2[C:6](=[CH:7][C:8]([O:14][CH2:16][CH2:17][CH2:18][N:19]3[CH2:24][CH2:23][N:22]([C:25]([O:27][C:28]([CH3:29])([CH3:31])[CH3:30])=[O:26])[CH2:21][CH2:20]3)=[C:9]([O:12][CH3:13])[CH:10]=2)[N:5]=[CH:4][N:3]=1. The yield is 0.990.